From a dataset of TCR-epitope binding with 47,182 pairs between 192 epitopes and 23,139 TCRs. Binary Classification. Given a T-cell receptor sequence (or CDR3 region) and an epitope sequence, predict whether binding occurs between them. (1) The epitope is EIYKRWII. Result: 0 (the TCR does not bind to the epitope). The TCR CDR3 sequence is CASSQYREKLFF. (2) The epitope is ITEEVGHTDLMAAY. The TCR CDR3 sequence is CAWSPLEIAGTDTQYF. Result: 0 (the TCR does not bind to the epitope). (3) The epitope is TLDSKTQSL. The TCR CDR3 sequence is CASSQPGSYEQYF. Result: 0 (the TCR does not bind to the epitope). (4) The epitope is CINGVCWTV. The TCR CDR3 sequence is CASSSGQGNIQYF. Result: 1 (the TCR binds to the epitope). (5) The epitope is AYILFTRFFYV. The TCR CDR3 sequence is CASSFGSGSSYGYTF. Result: 0 (the TCR does not bind to the epitope). (6) The epitope is RQLLFVVEV. The TCR CDR3 sequence is CAISQSVNTEAFF. Result: 0 (the TCR does not bind to the epitope).